This data is from Forward reaction prediction with 1.9M reactions from USPTO patents (1976-2016). The task is: Predict the product of the given reaction. (1) Given the reactants [N+:1]([C:4]1[CH:26]=[C:25](Br)[CH:24]=[CH:23][C:5]=1[CH2:6][N:7]([CH2:17][C:18]([O:20][CH2:21][CH3:22])=[O:19])[C:8](=[O:16])[C:9]1[CH:14]=[CH:13][C:12]([Cl:15])=[CH:11][CH:10]=1)([O-:3])=[O:2].[PH:28](=[O:37])([O-:36])[O:29][CH:30]=[C:31](CC)CC.[C:38]1(P(C2C=CC=CC=2)C2C=CC=CC=2)C=CC=C[CH:39]=1.[CH2:57](N(CC)CC)[CH3:58], predict the reaction product. The product is: [Cl:15][C:12]1[CH:13]=[CH:14][C:9]([C:8]([N:7]([CH2:17][C:18]([O:20][CH2:21][CH3:22])=[O:19])[CH2:6][C:5]2[CH:23]=[CH:24][C:25]([CH:38]=[CH:39][P:28]([O:29][CH2:30][CH3:31])([O:36][CH2:57][CH3:58])=[O:37])=[CH:26][C:4]=2[N+:1]([O-:3])=[O:2])=[O:16])=[CH:10][CH:11]=1. (2) Given the reactants OP([O-])(O)=O.OP([O-])([O-])=O.[Na+:11].[Na+].[Na+].[Cl-].[Cl-].[K+].[K+].[CH2:18]([OH:25])[C:19]([NH2:24])([CH2:22][OH:23])[CH2:20][OH:21].[C:26]([O-:38])(=[O:37])CC(CC([O-])=O)(C([O-])=O)O.[OH:39][CH2:40][CH2:41][N:42]1[CH2:47][CH2:46][N:45]([CH2:48][CH2:49][S:50]([OH:53])(=[O:52])=[O:51])[CH2:44][CH2:43]1, predict the reaction product. The product is: [C:26](=[O:37])([O-:21])[O-:38].[Na+:11].[Na+:11].[OH:39][CH2:40][CH2:41][N:42]1[CH2:43][CH2:44][N:45]([CH2:48][CH2:49][S:50]([OH:53])(=[O:52])=[O:51])[CH2:46][CH2:47]1.[OH:25][CH2:18][C:19]([CH2:22][OH:23])([CH2:20][OH:21])[NH2:24]. (3) Given the reactants [NH2:1][C:2]1[CH:7]=[CH:6][C:5]([N:8]([CH3:32])[CH:9]2[CH2:14][CH2:13][N:12]([CH2:15][C:16]3[CH:21]=[CH:20][C:19]([C:22]([OH:31])([C:27]([F:30])([F:29])[F:28])[C:23]([F:26])([F:25])[F:24])=[CH:18][CH:17]=3)[CH2:11][CH2:10]2)=[CH:4][CH:3]=1.[C:33](Cl)(=O)[O:34]C1C=CC([N+]([O-])=O)=CC=1.[O:46]1[CH2:51][CH2:50][CH:49]([NH2:52])[CH2:48][CH2:47]1.C(N(CC)CC)C, predict the reaction product. The product is: [F:26][C:23]([F:24])([F:25])[C:22]([C:19]1[CH:20]=[CH:21][C:16]([CH2:15][N:12]2[CH2:11][CH2:10][CH:9]([N:8]([CH3:32])[C:5]3[CH:6]=[CH:7][C:2]([NH:1][C:33]([NH:52][CH:49]4[CH2:50][CH2:51][O:46][CH2:47][CH2:48]4)=[O:34])=[CH:3][CH:4]=3)[CH2:14][CH2:13]2)=[CH:17][CH:18]=1)([OH:31])[C:27]([F:30])([F:28])[F:29]. (4) Given the reactants [Cl:1][C:2]1[C:11]2[C:6](=[CH:7][CH:8]=[C:9]([C:12]([C:14]3[N:18]([CH3:19])[CH:17]=[N:16][CH:15]=3)=[O:13])[CH:10]=2)[N:5]=[C:4]([O:20][CH3:21])[C:3]=1[CH2:22][C:23]1[CH:28]=[CH:27][C:26]([C:29]([F:32])([F:31])[F:30])=[CH:25][CH:24]=1.[CH3:33]C#N.C(=O)=O.[Li]C, predict the reaction product. The product is: [Cl:1][C:2]1[C:11]2[C:6](=[CH:7][CH:8]=[C:9]([C:12]([C:14]3[N:18]([CH3:19])[CH:17]=[N:16][CH:15]=3)([OH:13])[CH3:33])[CH:10]=2)[N:5]=[C:4]([O:20][CH3:21])[C:3]=1[CH2:22][C:23]1[CH:24]=[CH:25][C:26]([C:29]([F:30])([F:32])[F:31])=[CH:27][CH:28]=1. (5) The product is: [CH3:29][O:28][C:25]1[CH:26]=[C:27]2[C:22](=[CH:23][C:24]=1[O:30][CH3:31])[N:21]=[CH:20][CH:19]=[C:18]2[O:15][C:11]1[C:10]([CH3:16])=[CH:9][C:8]([NH2:7])=[C:13]([CH3:14])[CH:12]=1. Given the reactants [H-].[Na+].CS(C)=O.[NH2:7][C:8]1[C:13]([CH3:14])=[CH:12][C:11]([OH:15])=[C:10]([CH3:16])[CH:9]=1.Cl[C:18]1[C:27]2[C:22](=[CH:23][C:24]([O:30][CH3:31])=[C:25]([O:28][CH3:29])[CH:26]=2)[N:21]=[CH:20][CH:19]=1, predict the reaction product. (6) Given the reactants [CH3:1][N:2]1[C:7](=[O:8])[N:6]2[CH:9]=[N:10][C:11]([C:12](Cl)=[O:13])=[C:5]2[N:4]=[N:3]1.Cl.[NH2:16][CH2:17][C:18]([C:20]1[CH:25]=[CH:24][CH:23]=[CH:22][CH:21]=1)=[O:19].CN(C=O)C, predict the reaction product. The product is: [CH3:1][N:2]1[C:7](=[O:8])[N:6]2[CH:9]=[N:10][C:11]([C:12]([NH:16][CH2:17][C:18](=[O:19])[C:20]3[CH:25]=[CH:24][CH:23]=[CH:22][CH:21]=3)=[O:13])=[C:5]2[N:4]=[N:3]1. (7) The product is: [O:41]1[C:36]2([CH2:35][CH2:34][N:33]([CH2:32][C:30]3[CH:29]=[C:4]([CH:3]=[C:2]([F:1])[CH:31]=3)[CH2:5][CH2:6][N:7]([CH2:15][C@H:16]([OH:28])[C:17]3[C:25]4[S:24][C:23](=[O:26])[NH:22][C:21]=4[C:20]([OH:27])=[CH:19][CH:18]=3)[C:8](=[O:14])[O:9][C:10]([CH3:13])([CH3:12])[CH3:11])[CH2:49][CH2:48]2)[CH2:37][NH:38][CH2:39][CH2:40]1. Given the reactants [F:1][C:2]1[CH:3]=[C:4]([CH:29]=[C:30]([CH2:32][N:33]2[CH2:49][CH2:48][C:36]3([O:41][CH2:40][CH2:39][N:38](C(=O)C(F)(F)F)[CH2:37]3)[CH2:35][CH2:34]2)[CH:31]=1)[CH2:5][CH2:6][N:7]([CH2:15][C@H:16]([OH:28])[C:17]1[C:25]2[S:24][C:23](=[O:26])[NH:22][C:21]=2[C:20]([OH:27])=[CH:19][CH:18]=1)[C:8](=[O:14])[O:9][C:10]([CH3:13])([CH3:12])[CH3:11], predict the reaction product.